Dataset: Catalyst prediction with 721,799 reactions and 888 catalyst types from USPTO. Task: Predict which catalyst facilitates the given reaction. (1) Reactant: [Cl:1][C:2]1[N:7]=[C:6]([NH:8][C:9]2[CH:10]=[C:11]([CH2:16][OH:17])[CH:12]=[CH:13][C:14]=2[CH3:15])[CH:5]=[CH:4][N:3]=1.[Si:18](Cl)([C:21]([CH3:24])([CH3:23])[CH3:22])([CH3:20])[CH3:19].N1C=CN=C1. Product: [Cl:1][C:2]1[N:7]=[C:6]([NH:8][C:9]2[CH:10]=[C:11]([CH2:16][O:17][Si:18]([CH3:20])([CH3:19])[C:21]([CH3:24])([CH3:23])[CH3:22])[CH:12]=[CH:13][C:14]=2[CH3:15])[CH:5]=[CH:4][N:3]=1. The catalyst class is: 3. (2) Reactant: [F:1][C:2]1[CH:7]=[CH:6][CH:5]=[C:4]([F:8])[C:3]=1[N:9]1[C:14]2[N:15]=[C:16](S(C)(=O)=O)[N:17]=[C:18]([C:19]3[CH:20]=[C:21]([NH:26][C:27](=[O:36])[C:28]4[CH:33]=[CH:32][C:31]([CH3:34])=[C:30]([F:35])[CH:29]=4)[CH:22]=[CH:23][C:24]=3[CH3:25])[C:13]=2[CH2:12][NH:11][C:10]1=[O:41].[NH2:42][CH:43]1[CH2:48][CH2:47][NH:46][CH2:45][CH2:44]1. Product: [NH4+:9].[OH-:36].[NH2:42][CH:43]1[CH2:48][CH2:47][N:46]([C:16]2[N:17]=[C:18]([C:19]3[CH:20]=[C:21]([NH:26][C:27](=[O:36])[C:28]4[CH:33]=[CH:32][C:31]([CH3:34])=[C:30]([F:35])[CH:29]=4)[CH:22]=[CH:23][C:24]=3[CH3:25])[C:13]3[CH2:12][NH:11][C:10](=[O:41])[N:9]([C:3]4[C:2]([F:1])=[CH:7][CH:6]=[CH:5][C:4]=4[F:8])[C:14]=3[N:15]=2)[CH2:45][CH2:44]1. The catalyst class is: 49. (3) Reactant: [F:1][CH:2]([F:29])[O:3][C:4]1[N:9]=[CH:8][C:7]([C:10]2[N:14]([CH3:15])[N:13]=[C:12]([C:16]([NH:18][C:19]3[C:24]([F:25])=[CH:23]C=[CH:21][C:20]=3[F:26])=[O:17])[CH:11]=2)=[C:6]([O:27][CH3:28])[CH:5]=1.FC1C=[N:33]C=C(F)C=1N.[Li+].C[Si]([N-][Si](C)(C)C)(C)C. Product: [F:29][CH:2]([F:1])[O:3][C:4]1[N:9]=[CH:8][C:7]([C:10]2[N:14]([CH3:15])[N:13]=[C:12]([C:16]([NH:18][C:19]3[C:24]([F:25])=[CH:23][N:33]=[CH:21][C:20]=3[F:26])=[O:17])[CH:11]=2)=[C:6]([O:27][CH3:28])[CH:5]=1. The catalyst class is: 1. (4) Reactant: [Cl:1][C:2]1[N:3]=[C:4](Cl)[C:5]2[C:10]([I:11])=[CH:9][N:8]([S:12]([C:15]3[CH:21]=[CH:20][C:18]([CH3:19])=[CH:17][CH:16]=3)(=[O:14])=[O:13])[C:6]=2[N:7]=1.[NH2:23][C:24]1[CH:32]=[C:31]2[C:27]([CH:28]=[N:29][NH:30]2)=[CH:26][CH:25]=1.CCN(C(C)C)C(C)C. Product: [Cl:1][C:2]1[N:3]=[C:4]([NH:23][C:24]2[CH:32]=[C:31]3[C:27]([CH:28]=[N:29][NH:30]3)=[CH:26][CH:25]=2)[C:5]2[C:10]([I:11])=[CH:9][N:8]([S:12]([C:15]3[CH:21]=[CH:20][C:18]([CH3:19])=[CH:17][CH:16]=3)(=[O:14])=[O:13])[C:6]=2[N:7]=1. The catalyst class is: 51. (5) Reactant: [Br:1][C:2]1[CH:3]=[C:4]2[C:9](=[CH:10][CH:11]=1)[C:8](=[O:12])[NH:7][C:6](=[O:13])/[C:5]/2=[CH:14]\[NH:15][CH2:16][C:17]1[CH:22]=[C:21]([OH:23])[CH:20]=[C:19]([OH:24])[CH:18]=1.I[CH2:26][CH2:27][CH3:28].C([O-])([O-])=O.[K+].[K+]. Product: [Br:1][C:2]1[CH:3]=[C:4]2[C:9](=[CH:10][CH:11]=1)[C:8](=[O:12])[NH:7][C:6](=[O:13])[C:5]2=[CH:14][NH:15][CH2:16][C:17]1[CH:18]=[C:19]([O:24][CH2:26][CH2:27][CH3:28])[CH:20]=[C:21]([OH:23])[CH:22]=1. The catalyst class is: 9. (6) Reactant: C[O:2][C:3](=O)[C:4]1[CH:9]=[CH:8][C:7]([O:10][C:11]2[CH:16]=[CH:15][C:14]([C:17]([F:20])([F:19])[F:18])=[CH:13][N:12]=2)=[C:6]([C:21]#[N:22])[CH:5]=1.[H-].[H-].[H-].[H-].[Li+].[Al+3]. Product: [OH:2][CH2:3][C:4]1[CH:9]=[CH:8][C:7]([O:10][C:11]2[CH:16]=[CH:15][C:14]([C:17]([F:20])([F:18])[F:19])=[CH:13][N:12]=2)=[C:6]([CH:5]=1)[C:21]#[N:22]. The catalyst class is: 20. (7) Reactant: [CH3:1][O:2][CH2:3][C@H:4]([CH3:31])[O:5][C:6]1[CH:7]=[C:8]([C:23]2[NH:27][C:26]([C:28]([OH:30])=O)=[CH:25][CH:24]=2)[CH:9]=[C:10]([O:12][C:13]2[CH:14]=[N:15][C:16]([S:19]([CH3:22])(=[O:21])=[O:20])=[CH:17][CH:18]=2)[CH:11]=1.[NH2:32][C@H:33]([CH2:36][CH3:37])[CH2:34][OH:35].C1C=CC2N(O)N=NC=2C=1.O.CN1CCOCC1.CCN=C=NCCCN(C)C.Cl. The catalyst class is: 2. Product: [OH:35][CH2:34][C@H:33]([NH:32][C:28]([C:26]1[NH:27][C:23]([C:8]2[CH:9]=[C:10]([O:12][C:13]3[CH:14]=[N:15][C:16]([S:19]([CH3:22])(=[O:20])=[O:21])=[CH:17][CH:18]=3)[CH:11]=[C:6]([O:5][C@@H:4]([CH3:31])[CH2:3][O:2][CH3:1])[CH:7]=2)=[CH:24][CH:25]=1)=[O:30])[CH2:36][CH3:37].